Dataset: Retrosynthesis with 50K atom-mapped reactions and 10 reaction types from USPTO. Task: Predict the reactants needed to synthesize the given product. (1) Given the product CO/C=C1/C(=O)OCc2ccccc21, predict the reactants needed to synthesize it. The reactants are: COC=O.O=C1Cc2ccccc2CO1. (2) Given the product CC(C)(C)OC(=O)Nc1nc(CO)cs1, predict the reactants needed to synthesize it. The reactants are: CCOC(=O)c1csc(NC(=O)OC(C)(C)C)n1. (3) Given the product COC(=O)CC1CCCCC1, predict the reactants needed to synthesize it. The reactants are: COC(=O)C=C1CCCCC1. (4) Given the product CCCC(O)c1ccc(NC(C)=O)cc1, predict the reactants needed to synthesize it. The reactants are: CC(=O)Nc1ccc(C=O)cc1.CCCBr. (5) Given the product Clc1ccc(NCc2cccnc2NCC2CCN(c3ccncc3)CC2)cc1, predict the reactants needed to synthesize it. The reactants are: O=C(Nc1ccc(Cl)cc1)c1cccnc1NCC1CCN(c2ccncc2)CC1. (6) Given the product O=C(O)C(F)(F)F, predict the reactants needed to synthesize it. The reactants are: C[N+](C)(C)c1ccc(CNC(=O)c2cc3cc(OCc4ccccc4)ccc3n2Cc2cccc(C(=N)N)c2)cc1.